Dataset: Full USPTO retrosynthesis dataset with 1.9M reactions from patents (1976-2016). Task: Predict the reactants needed to synthesize the given product. (1) The reactants are: C([Mg]Cl)(C)C.Br[C:7]1[CH:12]=[CH:11][C:10]([CH3:13])=[CH:9][N:8]=1.[F:14][C:15]1[CH:22]=[CH:21][C:20]([F:23])=[CH:19][C:16]=1[CH:17]=[O:18].[Cl-].[NH4+]. Given the product [F:14][C:15]1[CH:22]=[CH:21][C:20]([F:23])=[CH:19][C:16]=1[CH:17]([OH:18])[C:7]1[CH:12]=[CH:11][C:10]([CH3:13])=[CH:9][N:8]=1, predict the reactants needed to synthesize it. (2) Given the product [CH2:16]([N:15]1[CH:14]=[N:13][N:12]=[C:11]1[C:4]1[C:3]([O:2][CH3:1])=[CH:8][C:7]([O:9][CH3:10])=[C:6]([CH:5]=1)[CH:20]=[O:21])[CH:17]([CH3:19])[CH3:18], predict the reactants needed to synthesize it. The reactants are: [CH3:1][O:2][C:3]1[CH:8]=[C:7]([O:9][CH3:10])[CH:6]=[CH:5][C:4]=1[C:11]1[N:15]([CH2:16][CH:17]([CH3:19])[CH3:18])[CH:14]=[N:13][N:12]=1.[CH3:20][O:21]C(Cl)Cl.